From a dataset of Forward reaction prediction with 1.9M reactions from USPTO patents (1976-2016). Predict the product of the given reaction. (1) The product is: [Cl:1][C:2]1[CH:7]=[C:6]([Cl:8])[C:5]([O:9][CH3:10])=[CH:4][C:3]=1[NH:11][C:12]1[C:21]2[C:16](=[CH:17][C:18]([C:24]3[CH:28]=[C:27]([CH2:29][N:37]4[CH2:38][CH2:39][N:34]([CH3:33])[CH2:35][CH2:36]4)[O:26][CH:25]=3)=[C:19]([O:22][CH3:23])[CH:20]=2)[N:15]=[CH:14][C:13]=1[C:31]#[N:32]. Given the reactants [Cl:1][C:2]1[CH:7]=[C:6]([Cl:8])[C:5]([O:9][CH3:10])=[CH:4][C:3]=1[NH:11][C:12]1[C:21]2[C:16](=[CH:17][C:18]([C:24]3[CH:28]=[C:27]([CH:29]=O)[O:26][CH:25]=3)=[C:19]([O:22][CH3:23])[CH:20]=2)[N:15]=[CH:14][C:13]=1[C:31]#[N:32].[CH3:33][N:34]1[CH2:39][CH2:38][NH:37][CH2:36][CH2:35]1.C(O[BH-](OC(=O)C)OC(=O)C)(=O)C.[Na+], predict the reaction product. (2) Given the reactants C(OP([CH2:9][C:10]#[N:11])(=O)OCC)C.[H-].[Na+].[Br:14][C:15]1[CH:16]=[CH:17][CH:18]=[C:19]2[C:24]=1[NH:23][CH2:22][CH2:21][C:20]2=O.[NH4+].[Cl-], predict the reaction product. The product is: [Br:14][C:15]1[CH:16]=[CH:17][CH:18]=[C:19]2[C:24]=1[NH:23][CH2:22][CH2:21][C:20]2=[CH:9][C:10]#[N:11]. (3) Given the reactants [Cl:1][C:2]1[CH:3]=[N:4][N:5]([CH2:16][CH3:17])[C:6]=1[C:7]1[CH:8]=[C:9]([C:12]([O:14]C)=[O:13])[S:10][CH:11]=1.[OH-].[K+], predict the reaction product. The product is: [Cl:1][C:2]1[CH:3]=[N:4][N:5]([CH2:16][CH3:17])[C:6]=1[C:7]1[CH:8]=[C:9]([C:12]([OH:14])=[O:13])[S:10][CH:11]=1. (4) Given the reactants Br[C:2]1[CH:3]=[CH:4][C:5]([Cl:8])=[N:6][CH:7]=1.C([Mg]Cl)(C)C.[CH:14]1[C:23]2[C:18](=[CH:19][CH:20]=[CH:21][CH:22]=2)[CH2:17][CH2:16][N:15]=1.Cl[C:25]([O:27][CH2:28][C:29]1[CH:34]=[CH:33][CH:32]=[CH:31][CH:30]=1)=[O:26].[C@H](O)(C([O-])=O)[C@@H](O)C([O-])=O.[Na+].[K+], predict the reaction product. The product is: [Cl:8][C:5]1[N:6]=[CH:7][C:2]([CH:14]2[C:23]3[C:18](=[CH:19][CH:20]=[CH:21][CH:22]=3)[CH2:17][CH2:16][N:15]2[C:25]([O:27][CH2:28][C:29]2[CH:34]=[CH:33][CH:32]=[CH:31][CH:30]=2)=[O:26])=[CH:3][CH:4]=1. (5) Given the reactants C(N(C(C)C)CC)(C)C.C1C=CC2N(O)N=NC=2C=1.F[C:21]([F:26])(F)[C:22](O)=O.[Cl:27][CH2:28][CH2:29][CH2:30][C:31](=[CH:35][C:36]1[CH:41]=[CH:40][C:39]([N:42]2[CH:46]=[C:45]([CH3:47])[N:44]=[CH:43]2)=[C:38]([O:48][CH3:49])[CH:37]=1)[C:32]([OH:34])=O.[F:50][C:51]1[CH:52]=[C:53]([C:58]([NH2:61])([CH3:60])[CH3:59])[CH:54]=CC=1F, predict the reaction product. The product is: [F:50][C:51]1[CH:52]=[C:53]([C:58]([NH:61][C:32](=[O:34])[C:31](=[CH:35][C:36]2[CH:41]=[CH:40][C:39]([N:42]3[CH:46]=[C:45]([CH3:47])[N:44]=[CH:43]3)=[C:38]([O:48][CH3:49])[CH:37]=2)[CH2:30][CH2:29][CH2:28][Cl:27])([CH3:60])[CH3:59])[CH:54]=[C:21]([F:26])[CH:22]=1. (6) Given the reactants [Br:1][C:2]1[CH:3]=[C:4]([OH:13])[CH:5]=[CH:6][C:7]=1[O:8][C:9]([F:12])([F:11])[F:10].[C:14](=O)([O-])[O-].[K+].[K+].IC, predict the reaction product. The product is: [Br:1][C:2]1[CH:3]=[C:4]([O:13][CH3:14])[CH:5]=[CH:6][C:7]=1[O:8][C:9]([F:11])([F:12])[F:10]. (7) Given the reactants C1([C@H]([NH:9][C@@H:10]2[CH2:15][CH2:14][CH2:13][CH2:12][C@@H:11]2[C:16]([O:18][CH2:19][CH3:20])=[O:17])C)C=CC=CC=1.[S:21]([C:25]1[CH:31]=[CH:30][C:28]([CH3:29])=[CH:27][CH:26]=1)([OH:24])(=[O:23])=[O:22], predict the reaction product. The product is: [S:21]([C:25]1[CH:31]=[CH:30][C:28]([CH3:29])=[CH:27][CH:26]=1)([OH:24])(=[O:23])=[O:22].[NH2:9][C@@H:10]1[CH2:15][CH2:14][CH2:13][CH2:12][C@@H:11]1[C:16]([O:18][CH2:19][CH3:20])=[O:17]. (8) Given the reactants [CH:1]1[C:9]2[C:8]3[CH:10]=[CH:11][CH:12]=[CH:13][C:7]=3[S:6][C:5]=2[CH:4]=[CH:3][CH:2]=1.[C:14](Cl)(=[O:21])[C:15]1[CH:20]=[CH:19][CH:18]=[CH:17][CH:16]=1.[Al+3].[Cl-].[Cl-].[Cl-].CCCCCC, predict the reaction product. The product is: [CH:1]1[C:9]2[C:8]3[CH:10]=[CH:11][CH:12]=[CH:13][C:7]=3[S:6][C:5]=2[CH:4]=[CH:3][C:2]=1[C:14]([C:15]1[CH:20]=[CH:19][CH:18]=[CH:17][CH:16]=1)=[O:21].